This data is from Reaction yield outcomes from USPTO patents with 853,638 reactions. The task is: Predict the reaction yield, written as a fraction of the theoretical maximum amount of product (1.0 means a 100% yield; for example, 0.34 means a 34% yield). (1) The product is [CH:15]([C:5]1[CH:4]=[C:3]([C:1]#[C:2][C:25]2[CH:26]=[CH:27][C:22]([CH2:21][C:20]([O:19][CH3:18])=[O:29])=[CH:23][CH:24]=2)[CH:8]=[CH:7][C:6]=1[CH2:9][O:10][C:11]1([CH3:14])[CH2:12][CH2:13]1)([CH3:17])[CH3:16]. The yield is 0.600. The reactants are [C:1]([C:3]1[CH:8]=[CH:7][C:6]([CH2:9][O:10][C:11]2([CH3:14])[CH2:13][CH2:12]2)=[C:5]([CH:15]([CH3:17])[CH3:16])[CH:4]=1)#[CH:2].[CH3:18][O:19][C:20](=[O:29])[CH2:21][C:22]1[CH:27]=[CH:26][C:25](I)=[CH:24][CH:23]=1. The catalyst is C(N(CC)CC)C.[Cu]I.Cl[Pd](Cl)([P](C1C=CC=CC=1)(C1C=CC=CC=1)C1C=CC=CC=1)[P](C1C=CC=CC=1)(C1C=CC=CC=1)C1C=CC=CC=1. (2) The reactants are [OH:1][C:2]1[CH:18]=[CH:17][C:5]([C:6]([NH:8][NH:9][C:10]([O:12][C:13]([CH3:16])([CH3:15])[CH3:14])=[O:11])=[O:7])=[CH:4][CH:3]=1.O[C@H:20]([CH2:31][C:32]1[CH:37]=[CH:36][CH:35]=[CH:34][CH:33]=1)[C:21]([O:23][CH2:24][C:25]1[CH:30]=[CH:29][CH:28]=[CH:27][CH:26]=1)=[O:22].C1(P(C2C=CC=CC=2)C2C=CC=CC=2)C=CC=CC=1. The catalyst is N(C(OCC)=O)=NC(OCC)=O. The product is [CH2:31]([C@H:20]([O:1][C:2]1[CH:3]=[CH:4][C:5]([C:6]([NH:8][NH:9][C:10]([O:12][C:13]([CH3:15])([CH3:14])[CH3:16])=[O:11])=[O:7])=[CH:17][CH:18]=1)[C:21]([O:23][CH2:24][C:25]1[CH:30]=[CH:29][CH:28]=[CH:27][CH:26]=1)=[O:22])[C:32]1[CH:33]=[CH:34][CH:35]=[CH:36][CH:37]=1. The yield is 0.560.